Dataset: Catalyst prediction with 721,799 reactions and 888 catalyst types from USPTO. Task: Predict which catalyst facilitates the given reaction. (1) Reactant: [Cl:1][C:2]1[CH:7]=[CH:6][C:5]([C:8]([F:11])([F:10])[F:9])=[CH:4][C:3]=1[NH:12][S:13]([C:16]1[CH:21]=[CH:20][CH:19]=[CH:18][CH:17]=1)(=[O:15])=[O:14].[H-].[Na+].[CH2:24]([O:26][C:27](=[O:30])[CH2:28]Br)[CH3:25]. Product: [CH2:24]([O:26][C:27](=[O:30])[CH2:28][N:12]([S:13]([C:16]1[CH:17]=[CH:18][CH:19]=[CH:20][CH:21]=1)(=[O:15])=[O:14])[C:3]1[CH:4]=[C:5]([C:8]([F:10])([F:11])[F:9])[CH:6]=[CH:7][C:2]=1[Cl:1])[CH3:25]. The catalyst class is: 7. (2) Reactant: [CH2:1]([C:3]1([CH3:13])[O:7][C:6]2[CH:8]=[CH:9][CH:10]=[C:11]([CH3:12])[C:5]=2[O:4]1)[CH3:2].[Br:14]N1C(=O)CCC1=O.CC(N=NC(C#N)(C)C)(C#N)C. Product: [Br:14][CH2:12][C:11]1[C:5]2[O:4][C:3]([CH2:1][CH3:2])([CH3:13])[O:7][C:6]=2[CH:8]=[CH:9][CH:10]=1. The catalyst class is: 717. (3) Reactant: [Cl:1][C:2]1[CH:3]=[C:4]([C:9]2[CH:13]=[C:12]([C:14]([O:16][C:17]([CH3:20])([CH3:19])[CH3:18])=[O:15])[NH:11][N:10]=2)[CH:5]=[CH:6][C:7]=1[Cl:8].Br[CH2:22][C:23]1[CH:32]=[CH:31][C:26]([C:27]([O:29][CH3:30])=[O:28])=[CH:25][N:24]=1.C(=O)([O-])[O-].[Cs+].[Cs+]. Product: [C:17]([O:16][C:14]([C:12]1[N:11]([CH2:22][C:23]2[CH:32]=[CH:31][C:26]([C:27]([O:29][CH3:30])=[O:28])=[CH:25][N:24]=2)[N:10]=[C:9]([C:4]2[CH:5]=[CH:6][C:7]([Cl:8])=[C:2]([Cl:1])[CH:3]=2)[CH:13]=1)=[O:15])([CH3:20])([CH3:19])[CH3:18]. The catalyst class is: 3. (4) Reactant: [F:1][C:2]1[C:7]([CH2:8][OH:9])=[CH:6][CH:5]=[CH:4][C:3]=1[C:10]1[CH:11]=[N:12][C:13]([N:16]2[CH2:21][CH2:20][CH:19]([C:22]([O:24]CC)=[O:23])[CH2:18][CH2:17]2)=[N:14][CH:15]=1.C1COCC1.[OH-].[Na+]. Product: [F:1][C:2]1[C:7]([CH2:8][OH:9])=[CH:6][CH:5]=[CH:4][C:3]=1[C:10]1[CH:11]=[N:12][C:13]([N:16]2[CH2:17][CH2:18][CH:19]([C:22]([OH:24])=[O:23])[CH2:20][CH2:21]2)=[N:14][CH:15]=1. The catalyst class is: 14. (5) Reactant: O.[CH3:2][C:3]1[CH:8]=[C:7]([N+:9]([O-])=O)[CH:6]=[CH:5][C:4]=1[N:12]1[CH2:16][CH2:15][CH2:14][S:13]1(=[O:18])=[O:17]. Product: [CH3:2][C:3]1[CH:8]=[C:7]([NH2:9])[CH:6]=[CH:5][C:4]=1[N:12]1[CH2:16][CH2:15][CH2:14][S:13]1(=[O:18])=[O:17]. The catalyst class is: 7. (6) Reactant: [OH:1][CH2:2][CH2:3][N:4]([CH3:33])[C:5]([C:7]1[CH:15]=[C:14]2[C:10]([C:11]3([CH2:32][CH2:31]3)[CH2:12][N:13]2[C:16]2[N:21]=[CH:20][C:19](B3OC(C)(C)C(C)(C)O3)=[CH:18][N:17]=2)=[CH:9][CH:8]=1)=[O:6].[CH3:34][C:35]1[CH:36]=[C:37](OS(C(F)(F)F)(=O)=O)[N:38]=[N:39][CH:40]=1.C([O-])([O-])=O.[K+].[K+]. Product: [OH:1][CH2:2][CH2:3][N:4]([CH3:33])[C:5]([C:7]1[CH:15]=[C:14]2[C:10]([C:11]3([CH2:31][CH2:32]3)[CH2:12][N:13]2[C:16]2[N:17]=[CH:18][C:19]([C:37]3[N:38]=[N:39][CH:40]=[C:35]([CH3:34])[CH:36]=3)=[CH:20][N:21]=2)=[CH:9][CH:8]=1)=[O:6]. The catalyst class is: 6. (7) Product: [CH3:3][O:4][C:5](=[O:19])[C:6]1[CH:11]=[CH:10][C:9]([CH:12]2[CH2:13][N:14]([CH3:15])[C:25](=[O:26])[N:23]([CH3:24])[CH2:22]2)=[CH:8][CH:7]=1. Reactant: [H-].[Na+].[CH3:3][O:4][C:5](=[O:19])[C:6]1[CH:11]=[CH:10][C:9]([CH:12]2CN[C:15](=O)[NH:14][CH2:13]2)=[CH:8][CH:7]=1.CI.[CH3:22][N:23]([CH:25]=[O:26])[CH3:24]. The catalyst class is: 1.